This data is from Serine/threonine kinase 33 screen with 319,792 compounds. The task is: Binary Classification. Given a drug SMILES string, predict its activity (active/inactive) in a high-throughput screening assay against a specified biological target. (1) The molecule is S(=O)(=O)(Nc1cc(C(=O)NCC(N2CCOCC2)(C)C)ccc1)c1ccc(OCC)cc1. The result is 0 (inactive). (2) The drug is O=C(CCc1ccc(O)cc1)c1c(O)cc(O)cc1O. The result is 1 (active). (3) The molecule is o1c(c(OCC(=O)N)c(=O)c2c1cccc2)c1occc1. The result is 0 (inactive). (4) The compound is Clc1ccc(C(=O)C(CN2CCCCC2)c2ccccc2)cc1. The result is 0 (inactive). (5) The drug is O(C(=O)c1ccc(NC(=O)Cn2nc([N+]([O-])=O)cc2)cc1)CC. The result is 0 (inactive). (6) The molecule is S1(=O)(=O)CC(N(Cc2ccc(N(C)C)cc2)C(=O)c2ccc(OC)cc2)CC1. The result is 0 (inactive). (7) The molecule is O=C(NCC(=O)N\N=C\c1cc([N+]([O-])=O)c(OC)cc1)C(c1ccccc1)c1ccccc1. The result is 0 (inactive). (8) The compound is S(=O)(=O)(N(CC(=O)N1CCC(CC1)C(=O)N)c1cc(ccc1)C(F)(F)F)c1ccc(cc1)C. The result is 0 (inactive). (9) The compound is Clc1c(C(=O)NCC(=O)Nc2ccc(F)cc2)ccc(Cl)c1. The result is 0 (inactive).